This data is from TCR-epitope binding with 47,182 pairs between 192 epitopes and 23,139 TCRs. The task is: Binary Classification. Given a T-cell receptor sequence (or CDR3 region) and an epitope sequence, predict whether binding occurs between them. The epitope is HSKKKCDEL. The TCR CDR3 sequence is CASSRTGAGEKLFF. Result: 0 (the TCR does not bind to the epitope).